The task is: Predict which catalyst facilitates the given reaction.. This data is from Catalyst prediction with 721,799 reactions and 888 catalyst types from USPTO. (1) Reactant: [CH3:1][C:2]([N:11]1[CH2:16][CH2:15][C:14](=O)[CH2:13][CH2:12]1)([CH3:10])[C:3]([O:5][C:6]([CH3:9])([CH3:8])[CH3:7])=[O:4].[F:18][C:19]([F:35])([F:34])[C:20]1[CH:25]=[CH:24][C:23]([C:26]2[CH:31]=[CH:30][C:29]([CH2:32][NH2:33])=[CH:28][CH:27]=2)=[CH:22][CH:21]=1.C(O[BH-](OC(=O)C)OC(=O)C)(=O)C.[Na+].C(O)(=O)C.C(=O)([O-])[O-].[Na+].[Na+]. Product: [CH3:1][C:2]([N:11]1[CH2:16][CH2:15][CH:14]([NH:33][CH2:32][C:29]2[CH:28]=[CH:27][C:26]([C:23]3[CH:24]=[CH:25][C:20]([C:19]([F:18])([F:34])[F:35])=[CH:21][CH:22]=3)=[CH:31][CH:30]=2)[CH2:13][CH2:12]1)([CH3:10])[C:3]([O:5][C:6]([CH3:9])([CH3:8])[CH3:7])=[O:4]. The catalyst class is: 2. (2) Reactant: I[CH2:2][CH2:3][C:4]1[CH:9]=[CH:8][C:7]([C:10]([F:13])([F:12])[F:11])=[CH:6][CH:5]=1.C(N(CC)CC)C.[N+:21]([C:24]1[CH:29]=[CH:28][C:27]([SH:30])=[CH:26][CH:25]=1)([O-:23])=[O:22]. Product: [N+:21]([C:24]1[CH:29]=[CH:28][C:27]([S:30][CH2:2][CH2:3][C:4]2[CH:9]=[CH:8][C:7]([C:10]([F:13])([F:12])[F:11])=[CH:6][CH:5]=2)=[CH:26][CH:25]=1)([O-:23])=[O:22]. The catalyst class is: 49. (3) Reactant: [N+:1]([C:4]1[CH:5]=[C:6]([CH:10]([C:12]2[C:20]3[C:15](=[N:16][CH:17]=[C:18]([C:21]4[CH:22]=[N:23][CH:24]=[CH:25][CH:26]=4)[CH:19]=3)[NH:14][CH:13]=2)[OH:11])[CH:7]=[CH:8][CH:9]=1)([O-:3])=[O:2].CC(OI1(OC(C)=O)(OC(C)=O)OC(=O)C2C1=CC=CC=2)=O.O. Product: [N+:1]([C:4]1[CH:5]=[C:6]([C:10]([C:12]2[C:20]3[C:15](=[N:16][CH:17]=[C:18]([C:21]4[CH:22]=[N:23][CH:24]=[CH:25][CH:26]=4)[CH:19]=3)[NH:14][CH:13]=2)=[O:11])[CH:7]=[CH:8][CH:9]=1)([O-:3])=[O:2]. The catalyst class is: 9.